From a dataset of Reaction yield outcomes from USPTO patents with 853,638 reactions. Predict the reaction yield, written as a fraction of the theoretical maximum amount of product (1.0 means a 100% yield; for example, 0.34 means a 34% yield). (1) The reactants are [F:1][C:2]1[CH:21]=[CH:20][C:5]([C:6]([NH:8][C:9]2[C:18]([OH:19])=[CH:17][CH:16]=[CH:15][C:10]=2[C:11]([O:13][CH3:14])=[O:12])=O)=[CH:4][CH:3]=1.C1(C)C=CC(S(O)(=O)=O)=CC=1.C([O-])(O)=O.[Na+]. The catalyst is C1(C)C(C)=CC=CC=1. The product is [F:1][C:2]1[CH:21]=[CH:20][C:5]([C:6]2[O:19][C:18]3[C:9](=[C:10]([C:11]([O:13][CH3:14])=[O:12])[CH:15]=[CH:16][CH:17]=3)[N:8]=2)=[CH:4][CH:3]=1. The yield is 0.550. (2) The reactants are [OH-].[Na+].[C:3]([C@H:7]1[CH2:12][CH2:11][C@H:10]([O:13][C:14]2[CH:23]=[C:22]([C:24]([F:27])([F:26])[F:25])[C:21]3[C:16](=[CH:17][CH:18]=[CH:19][CH:20]=3)[C:15]=2[CH2:28][N:29]2[CH2:34][CH2:33][CH:32]([C:35]([O:37]CC)=[O:36])[CH2:31][CH2:30]2)[CH2:9][CH2:8]1)([CH3:6])([CH3:5])[CH3:4]. The catalyst is C(O)C. The product is [C:3]([C@H:7]1[CH2:12][CH2:11][C@H:10]([O:13][C:14]2[CH:23]=[C:22]([C:24]([F:26])([F:27])[F:25])[C:21]3[C:16](=[CH:17][CH:18]=[CH:19][CH:20]=3)[C:15]=2[CH2:28][N:29]2[CH2:34][CH2:33][CH:32]([C:35]([OH:37])=[O:36])[CH2:31][CH2:30]2)[CH2:9][CH2:8]1)([CH3:6])([CH3:4])[CH3:5]. The yield is 0.540. (3) The catalyst is CN(C=O)C. The product is [CH2:7]([O:9][C:10]([C:11]1[CH:16]=[CH:15][C:14]2[O:17][CH2:21][CH2:22][O:18][C:13]=2[CH:12]=1)=[O:19])[CH3:8]. The reactants are C([O-])([O-])=O.[Cs+].[Cs+].[CH2:7]([O:9][C:10](=[O:19])[C:11]1[CH:16]=[CH:15][C:14]([OH:17])=[C:13]([OH:18])[CH:12]=1)[CH3:8].Br[CH2:21][CH2:22]Br. The yield is 0.290. (4) The reactants are [C:1]([C:3]1[N:11]2[C:6]([C:7]3([CH2:21][CH2:20][N:19]([C:22]([O:24][C:25]([CH3:28])([CH3:27])[CH3:26])=[O:23])[CH2:18][CH2:17]3)[O:8][C:9]3[CH:15]=[C:14]([CH3:16])[CH:13]=[CH:12][C:10]=32)=[CH:5][CH:4]=1)#[N:2].[Br:29]N1C(=O)CCC1=O.C(C(N=NC(C)(C)C#N)(C)C)#N. The catalyst is C(Cl)(Cl)(Cl)Cl. The product is [Br:29][CH2:16][C:14]1[CH:13]=[CH:12][C:10]2[N:11]3[C:3]([C:1]#[N:2])=[CH:4][CH:5]=[C:6]3[C:7]3([CH2:21][CH2:20][N:19]([C:22]([O:24][C:25]([CH3:28])([CH3:27])[CH3:26])=[O:23])[CH2:18][CH2:17]3)[O:8][C:9]=2[CH:15]=1. The yield is 0.470. (5) The reactants are C(Cl)(=O)C(Cl)=O.CS(C)=O.[F:11][C:12]([F:55])([F:54])[C:13]1[CH:14]=[C:15]([C:23]([CH3:53])([CH3:52])[C:24]([N:26]([CH3:51])[C:27]2[C:28]([C:44]3[CH:49]=[CH:48][CH:47]=[CH:46][C:45]=3[CH3:50])=[CH:29][C:30]([N:33]3[CH2:37][C@H:36]([OH:38])[CH2:35][C@H:34]3[CH2:39][O:40][C:41](=[O:43])[CH3:42])=[N:31][CH:32]=2)=[O:25])[CH:16]=[C:17]([C:19]([F:22])([F:21])[F:20])[CH:18]=1.C(N(CC)C(C)C)(C)C. The catalyst is ClCCl.COC(C)(C)C. The product is [F:22][C:19]([F:20])([F:21])[C:17]1[CH:16]=[C:15]([C:23]([CH3:52])([CH3:53])[C:24]([N:26]([CH3:51])[C:27]2[C:28]([C:44]3[CH:49]=[CH:48][CH:47]=[CH:46][C:45]=3[CH3:50])=[CH:29][C:30]([N:33]3[CH2:37][C:36](=[O:38])[CH2:35][C@H:34]3[CH2:39][O:40][C:41](=[O:43])[CH3:42])=[N:31][CH:32]=2)=[O:25])[CH:14]=[C:13]([C:12]([F:55])([F:54])[F:11])[CH:18]=1. The yield is 0.940. (6) The reactants are [Na].Cl.N[C:4]([NH:6][CH2:7][C:8]([CH3:13])([CH3:12])[C:9]([NH2:11])=[O:10])=[NH:5].[CH3:14][N:15]([CH3:48])[CH:16]1[CH2:21][CH2:20][N:19]([CH2:22][C:23]2[CH:28]=[CH:27][C:26]([C:29]3[CH:34]=[CH:33][C:32]([CH2:35][CH2:36][C:37](OCC)=[O:38])=[CH:31][C:30]=3[O:42][CH2:43][CH2:44][CH2:45][O:46][CH3:47])=[CH:25][CH:24]=2)[CH2:18][CH2:17]1.[Cl:49]CCl.[Cl-].[Na+].O. The catalyst is C(O)C.CN(C=O)C. The product is [ClH:49].[CH3:48][N:15]([CH3:14])[CH:16]1[CH2:17][CH2:18][N:19]([CH2:22][C:23]2[CH:24]=[CH:25][C:26]([C:29]3[CH:34]=[CH:33][C:32]([CH2:35][CH2:36][C:37]([NH:5][C:4]4[NH:6][CH2:7][C:8]([CH3:12])([CH3:13])[C:9](=[O:10])[N:11]=4)=[O:38])=[CH:31][C:30]=3[O:42][CH2:43][CH2:44][CH2:45][O:46][CH3:47])=[CH:27][CH:28]=2)[CH2:20][CH2:21]1. The yield is 0.190. (7) The reactants are [C:1]([C:3]1[CH:8]=[CH:7][CH:6]=[CH:5][N:4]=1)#[CH:2].C([Mg]Br)C.[CH3:13][C:14]1([CH3:23])[CH2:19][C:18]([CH3:21])([CH3:20])[CH2:17][C:16](=[O:22])[CH2:15]1.C(OCC)(=O)C. The catalyst is C1COCC1. The product is [CH3:20][C:18]1([CH3:21])[CH2:19][C:14]([CH3:23])([CH3:13])[CH2:15][C:16]([C:2]#[C:1][C:3]2[CH:8]=[CH:7][CH:6]=[CH:5][N:4]=2)([OH:22])[CH2:17]1. The yield is 0.100. (8) The reactants are O.Cl.[NH:3]1[CH2:8][CH2:7][C:6](=[O:9])[CH2:5][CH2:4]1.[C:10](=[O:13])([O-])[O-:11].[Na+].[Na+].[CH:16]1[C:28]2[CH:27]([CH2:29]OC3CC(=O)NC3=O)[C:26]3[C:21](=[CH:22][CH:23]=[CH:24][CH:25]=3)[C:20]=2[CH:19]=[CH:18][CH:17]=1. The catalyst is O.O1CCOCC1. The product is [CH:16]1[C:28]2[CH:27]([CH2:29][O:11][C:10]([N:3]3[CH2:8][CH2:7][C:6](=[O:9])[CH2:5][CH2:4]3)=[O:13])[C:26]3[C:21](=[CH:22][CH:23]=[CH:24][CH:25]=3)[C:20]=2[CH:19]=[CH:18][CH:17]=1. The yield is 0.930. (9) The product is [Cl:21][C:22]1[CH:27]=[C:26]([C:28]([F:31])([F:30])[F:29])[CH:25]=[CH:24][C:23]=1[NH:32][C:33](=[O:34])[NH:11][C@@H:6]([CH2:5][N+:2]([CH3:3])([CH3:4])[CH3:1])[CH2:7][C:8]([O-:10])=[O:9]. The reactants are [CH3:1][N+:2]([CH2:5][C@H:6]([NH2:11])[CH2:7][C:8]([O-:10])=[O:9])([CH3:4])[CH3:3].C(N(C(C)C)CC)(C)C.[Cl:21][C:22]1[CH:27]=[C:26]([C:28]([F:31])([F:30])[F:29])[CH:25]=[CH:24][C:23]=1[N:32]=[C:33]=[O:34]. The yield is 0.180. The catalyst is CO. (10) The reactants are Br[C:2]1[CH:3]=[CH:4][C:5]([F:14])=[C:6]([C:8]2[CH:13]=[CH:12][N:11]=[CH:10][CH:9]=2)[CH:7]=1.C([O-])(=O)C.[K+].[B:20]1(B2OC(C)(C)C(C)(C)O2)[O:24]C(C)(C)C(C)(C)[O:21]1. The catalyst is O1CCOCC1.CS(C)=O.C1C=CC([PH+]([C]2[CH][CH][CH][CH]2)C2C=CC=CC=2)=CC=1.C1C=CC([PH+]([C]2[CH][CH][CH][CH]2)C2C=CC=CC=2)=CC=1.C(Cl)Cl.Cl[Pd]Cl.[Fe]. The product is [F:14][C:5]1[CH:4]=[CH:3][C:2]([B:20]([OH:24])[OH:21])=[CH:7][C:6]=1[C:8]1[CH:13]=[CH:12][N:11]=[CH:10][CH:9]=1. The yield is 0.460.